From a dataset of Reaction yield outcomes from USPTO patents with 853,638 reactions. Predict the reaction yield, written as a fraction of the theoretical maximum amount of product (1.0 means a 100% yield; for example, 0.34 means a 34% yield). (1) The reactants are [F:1][C:2]([F:44])([F:43])[C:3]1[CH:4]=[C:5]([C:9]2[CH:10]=[CH:11][C:12]3[N:18]4[CH2:19][C@H:15]([CH2:16][CH2:17]4)[N:14]([C:20]([NH:22][C:23]4[N:28]=[C:27]([N:29]5[CH2:34][CH2:33][N:32](C(OC(C)(C)C)=O)[CH2:31][CH2:30]5)[CH:26]=[CH:25][N:24]=4)=[O:21])[C:13]=3[N:42]=2)[CH:6]=[CH:7][CH:8]=1. The catalyst is Cl.C(OCC)(=O)C. The product is [N:29]1([C:27]2[CH:26]=[CH:25][N:24]=[C:23]([NH:22][C:20]([N:14]3[C@@H:15]4[CH2:19][N:18]([CH2:17][CH2:16]4)[C:12]4[CH:11]=[CH:10][C:9]([C:5]5[CH:6]=[CH:7][CH:8]=[C:3]([C:2]([F:43])([F:1])[F:44])[CH:4]=5)=[N:42][C:13]3=4)=[O:21])[N:28]=2)[CH2:30][CH2:31][NH:32][CH2:33][CH2:34]1. The yield is 0.350. (2) The reactants are [NH:1]1[CH:5]=[N:4][C:3]([C:6]([OH:8])=O)=[N:2]1.F[P-](F)(F)(F)(F)F.CN(C(=[N+](C)C)ON1C2=NC=CC=C2N=N1)C.C(N(C(C)C)C(C)C)C.[F:42][C:43]1[CH:44]=[N:45][CH:46]=[CH:47][C:48]=1[C:49]1[C:50]([C:57]2[CH:58]=[N:59][CH:60]=[CH:61][CH:62]=2)=[N:51][C:52]([NH2:56])=[C:53]([NH2:55])[CH:54]=1. The catalyst is CN(C=O)C. The product is [NH2:56][C:52]1[N:51]=[C:50]([C:57]2[CH:58]=[N:59][CH:60]=[CH:61][CH:62]=2)[C:49]([C:48]2[CH:47]=[CH:46][N:45]=[CH:44][C:43]=2[F:42])=[CH:54][C:53]=1[NH:55][C:6]([C:3]1[N:4]=[CH:5][NH:1][N:2]=1)=[O:8]. The yield is 0.350. (3) The product is [C:7]([O:9][C@H:23]([C:24](=[O:25])[N:26]([CH2:27][CH2:28][O:29][CH3:30])[CH2:31][CH2:32][O:33][CH3:34])[CH3:35])(=[O:8])/[CH:6]=[CH:5]/[C:3]([O:2][CH3:1])=[O:4]. The catalyst is ClCCl.CN(C1C=CN=CC=1)C. The yield is 0.140. The reactants are [CH3:1][O:2][C:3](/[CH:5]=[CH:6]/[C:7]([OH:9])=[O:8])=[O:4].Cl.CN(C)CCCN=C=NCC.O[C@@H:23]([CH3:35])[C:24]([N:26]([CH2:31][CH2:32][O:33][CH3:34])[CH2:27][CH2:28][O:29][CH3:30])=[O:25]. (4) The reactants are C([NH:5][S:6]([C:9]1[S:13][C:12]([C:14]2[N:15]=[CH:16][N:17]([C:19]3[CH:24]=[C:23]([C:25]4[CH:30]=[CH:29][C:28]([C:31]([F:34])([F:33])[F:32])=[CH:27][CH:26]=4)[CH:22]=[C:21]([C:35]([F:38])([F:37])[F:36])[N:20]=3)[CH:18]=2)=[N:11][C:10]=1[CH3:39])(=[O:8])=[O:7])(C)(C)C.C(O)(C(F)(F)F)=O. No catalyst specified. The product is [CH3:39][C:10]1[N:11]=[C:12]([C:14]2[N:15]=[CH:16][N:17]([C:19]3[CH:24]=[C:23]([C:25]4[CH:30]=[CH:29][C:28]([C:31]([F:34])([F:33])[F:32])=[CH:27][CH:26]=4)[CH:22]=[C:21]([C:35]([F:37])([F:36])[F:38])[N:20]=3)[CH:18]=2)[S:13][C:9]=1[S:6]([NH2:5])(=[O:8])=[O:7]. The yield is 0.510. (5) The reactants are [F:1][C:2]1[CH:3]=[CH:4][C:5]([N+:10]([O-:12])=[O:11])=[C:6]([CH:9]=1)[CH:7]=[O:8].[CH2:13]([OH:17])[CH2:14][CH2:15][CH3:16]. The catalyst is C1(C)C=CC=CC=1.C(OCC)(=O)C.C1(C)C=CC(S(O)(=O)=O)=CC=1. The product is [CH2:3]([O:8][CH:7]([O:17][CH2:13][CH2:14][CH2:15][CH3:16])[C:6]1[CH:9]=[C:2]([F:1])[CH:3]=[CH:4][C:5]=1[N+:10]([O-:12])=[O:11])[CH2:2][CH2:9][CH3:6]. The yield is 0.960. (6) The reactants are [Cl:1][C:2]1[CH:11]=[C:10]2[C:5]([CH:6]=[CH:7][CH:8]=[N:9]2)=[C:4]([I:12])[C:3]=1[OH:13].C(=O)([O-])[O-].[K+].[K+].[CH2:20](Br)[C:21]1[CH:26]=[CH:25][CH:24]=[CH:23][CH:22]=1.[I-].[Na+]. The catalyst is CC(C)=O. The product is [CH2:20]([O:13][C:3]1[C:4]([I:12])=[C:5]2[C:10](=[CH:11][C:2]=1[Cl:1])[N:9]=[CH:8][CH:7]=[CH:6]2)[C:21]1[CH:26]=[CH:25][CH:24]=[CH:23][CH:22]=1. The yield is 0.770. (7) The reactants are [C:1]([N:4]1[C:13]2[C:8](=[CH:9][CH:10]=[CH:11][CH:12]=2)[C@H:7]([NH:14]C(=O)OCC2C=CC=CC=2)[C@@H:6]([CH3:25])[C@@H:5]1[CH:26]1[CH2:29][CH2:28][CH2:27]1)(=[O:3])[CH3:2]. The catalyst is CO.[Pd]. The product is [NH2:14][C@H:7]1[C:8]2[C:13](=[CH:12][CH:11]=[CH:10][CH:9]=2)[N:4]([C:1](=[O:3])[CH3:2])[C@@H:5]([CH:26]2[CH2:29][CH2:28][CH2:27]2)[C@@H:6]1[CH3:25]. The yield is 0.970. (8) The reactants are [NH2:1][C:2]1[N:7]=[CH:6][C:5]([C:8]2[CH:9]=[CH:10][C:11]3[O:17][CH2:16][CH2:15][N:14](C(OC(C)(C)C)=O)[CH2:13][C:12]=3[CH:25]=2)=[CH:4][C:3]=1[S:26]([NH2:29])(=[O:28])=[O:27].[ClH:30].O1CCOCC1. The catalyst is CO. The product is [ClH:30].[ClH:30].[NH2:1][C:2]1[C:3]([S:26]([NH2:29])(=[O:27])=[O:28])=[CH:4][C:5]([C:8]2[CH:9]=[CH:10][C:11]3[O:17][CH2:16][CH2:15][NH:14][CH2:13][C:12]=3[CH:25]=2)=[CH:6][N:7]=1. The yield is 1.00.